From a dataset of Catalyst prediction with 721,799 reactions and 888 catalyst types from USPTO. Predict which catalyst facilitates the given reaction. (1) Reactant: [NH2:1][C:2]1[S:3][CH:4]=[C:5]([CH3:10])[C:6]=1[C:7]([NH2:9])=[O:8].N1C=CC=CC=1.Cl[C:18](=[O:24])[C:19]([O:21][CH2:22][CH3:23])=[O:20]. Product: [C:7]([C:6]1[C:5]([CH3:10])=[CH:4][S:3][C:2]=1[NH:1][C:18](=[O:24])[C:19]([O:21][CH2:22][CH3:23])=[O:20])(=[O:8])[NH2:9]. The catalyst class is: 10. (2) Reactant: [F:1][C:2]1[CH:7]=[C:6]([F:8])[CH:5]=[CH:4][C:3]=1[C@:9]12[CH2:18][O:17][C@@H:16]([CH2:19]O)[CH2:15][C@H:14]1[C@@H:13]([CH3:21])[S:12][C:11]([NH:22][C:23](=[O:30])[C:24]1[CH:29]=[CH:28][CH:27]=[CH:26][CH:25]=1)=[N:10]2.C1(P(C2C=CC=CC=2)C2C=CC=CC=2)C=CC=CC=1.C(Br)(Br)(Br)[Br:51]. Product: [Br:51][CH2:19][C@@H:16]1[O:17][CH2:18][C@:9]2([C:3]3[CH:4]=[CH:5][C:6]([F:8])=[CH:7][C:2]=3[F:1])[N:10]=[C:11]([NH:22][C:23](=[O:30])[C:24]3[CH:29]=[CH:28][CH:27]=[CH:26][CH:25]=3)[S:12][C@H:13]([CH3:21])[C@@H:14]2[CH2:15]1. The catalyst class is: 4. (3) Reactant: [Cl:1][C:2]1[CH:7]=[CH:6][C:5]([N+:8]([O-:10])=[O:9])=[C:4](F)[CH:3]=1.[NH:12]1[C:16]([C:17]([O:19][CH3:20])=[O:18])=[C:15]([C:21]([O:23][CH3:24])=[O:22])[N:14]=[CH:13]1.C([O-])([O-])=O.[Cs+].[Cs+].CN(C=O)C. Product: [Cl:1][C:2]1[CH:7]=[CH:6][C:5]([N+:8]([O-:10])=[O:9])=[C:4]([N:12]2[C:16]([C:17]([O:19][CH3:20])=[O:18])=[C:15]([C:21]([O:23][CH3:24])=[O:22])[N:14]=[CH:13]2)[CH:3]=1. The catalyst class is: 6. (4) Reactant: [CH2:1]([N:8]([CH2:16][CH2:17][C:18]1[CH:23]=[CH:22][C:21]([S:24][C:25]2[CH:30]=[CH:29][C:28]([OH:31])=[CH:27][CH:26]=2)=[CH:20][CH:19]=1)[C:9](=[O:15])[O:10][C:11]([CH3:14])([CH3:13])[CH3:12])[C:2]1[CH:7]=[CH:6][CH:5]=[CH:4][CH:3]=1.C(=O)([O-])[O-].[K+].[K+].F[C:39]1[CH:46]=[CH:45][CH:44]=[CH:43][C:40]=1[CH:41]=[O:42].O. Product: [CH2:1]([N:8]([CH2:16][CH2:17][C:18]1[CH:19]=[CH:20][C:21]([S:24][C:25]2[CH:26]=[CH:27][C:28]([O:31][C:39]3[CH:46]=[CH:45][CH:44]=[CH:43][C:40]=3[CH:41]=[O:42])=[CH:29][CH:30]=2)=[CH:22][CH:23]=1)[C:9](=[O:15])[O:10][C:11]([CH3:13])([CH3:14])[CH3:12])[C:2]1[CH:7]=[CH:6][CH:5]=[CH:4][CH:3]=1. The catalyst class is: 9. (5) Reactant: [CH3:1][O:2][C:3]1[CH:4]=[C:5]2[C:10](=[CH:11][C:12]=1[O:13][CH2:14][CH:15]1[CH2:20][CH2:19][NH:18][CH2:17][CH2:16]1)[N:9]=[CH:8][N:7]=[C:6]2[O:21][C:22]1[CH:23]=[C:24]2[C:28](=[CH:29][CH:30]=1)[NH:27][CH:26]=[C:25]2[CH3:31].CCN(C(C)C)C(C)C.[Cl:41][CH2:42][C:43](Cl)=[O:44]. Product: [Cl:41][CH2:42][C:43]([N:18]1[CH2:19][CH2:20][CH:15]([CH2:14][O:13][C:12]2[CH:11]=[C:10]3[C:5]([C:6]([O:21][C:22]4[CH:23]=[C:24]5[C:28](=[CH:29][CH:30]=4)[NH:27][CH:26]=[C:25]5[CH3:31])=[N:7][CH:8]=[N:9]3)=[CH:4][C:3]=2[O:2][CH3:1])[CH2:16][CH2:17]1)=[O:44]. The catalyst class is: 98. (6) Reactant: [Cl:1][C:2]1[CH:18]=[CH:17][C:16]([Cl:19])=[CH:15][C:3]=1[O:4][C:5]1[C:10]([C:11]([O-:13])=O)=[CH:9][N:8]=[C:7]([CH3:14])[CH:6]=1.[Li+].C(N(C(C)C)C(C)C)C.F[P-](F)(F)(F)(F)F.N1(OC(N(C)C)=[N+](C)C)C2N=CC=CC=2N=N1.[CH:54]1([N:57]2[C:66]3[C:61](=[CH:62][CH:63]=[CH:64][CH:65]=3)[NH:60][CH2:59][CH2:58]2)[CH2:56][CH2:55]1.C(=O)(O)[O-].[Na+]. Product: [CH:54]1([N:57]2[C:66]3[C:61](=[CH:62][CH:63]=[CH:64][CH:65]=3)[N:60]([C:11]([C:10]3[CH:9]=[N:8][C:7]([CH3:14])=[CH:6][C:5]=3[O:4][C:3]3[CH:15]=[C:16]([Cl:19])[CH:17]=[CH:18][C:2]=3[Cl:1])=[O:13])[CH2:59][CH2:58]2)[CH2:56][CH2:55]1. The catalyst class is: 42.